The task is: Predict which catalyst facilitates the given reaction.. This data is from Catalyst prediction with 721,799 reactions and 888 catalyst types from USPTO. (1) Reactant: C([O:9][C@@H:10]1[C@@H:39]([O:40]C(=O)C2C=CC=CC=2)[C@H:38]([O:49]C(=O)C2C=CC=CC=2)[C@@H:37]([C@@H:58]([CH3:68])[O:59]C(=O)C2C=CC=CC=2)[O:36][C@H:11]1[O:12][C:13]1[CH:18]=[C:17]([CH2:19][O:20]C(=O)C)[CH:16]=[CH:15][C:14]=1[CH2:24][C:25]1[CH:30]=[CH:29][C:28]([O:31][C:32]([F:35])([F:34])[F:33])=[CH:27][CH:26]=1)(=O)C1C=CC=CC=1.C(=O)([O-])[O-].[K+].[K+].CO.COC[C@H]1O[C@@H](OC2C=C(CO)C=CC=2CC2C=CC(CC)=CC=2)[C@H](O)[C@@H](O)[C@@H]1O. Product: [O:12]([C:13]1[CH:18]=[C:17]([CH2:19][OH:20])[CH:16]=[CH:15][C:14]=1[CH2:24][C:25]1[CH:30]=[CH:29][C:28]([O:31][C:32]([F:35])([F:33])[F:34])=[CH:27][CH:26]=1)[C@@H:11]1[O:36][C@H:37]([C@@H:58]([CH3:68])[OH:59])[C@@H:38]([OH:49])[C@H:39]([OH:40])[C@H:10]1[OH:9]. The catalyst class is: 2. (2) Reactant: [CH:1]1([CH:4]([C:11]2[CH:16]=[C:15]([O:17][CH2:18][C:19]3[CH:20]=[N:21][C:22]([C:31]4[CH:36]=[C:35]([O:37][CH3:38])[CH:34]=[CH:33][C:32]=4[F:39])=[C:23]([O:25][CH2:26][C:27]([CH3:30])([CH3:29])[CH3:28])[CH:24]=3)[N:14]=[CH:13][N:12]=2)[CH2:5][C:6]([O:8]CC)=[O:7])[CH2:3][CH2:2]1.[OH-].[Na+].Cl. Product: [CH:1]1([CH:4]([C:11]2[CH:16]=[C:15]([O:17][CH2:18][C:19]3[CH:20]=[N:21][C:22]([C:31]4[CH:36]=[C:35]([O:37][CH3:38])[CH:34]=[CH:33][C:32]=4[F:39])=[C:23]([O:25][CH2:26][C:27]([CH3:30])([CH3:28])[CH3:29])[CH:24]=3)[N:14]=[CH:13][N:12]=2)[CH2:5][C:6]([OH:8])=[O:7])[CH2:2][CH2:3]1. The catalyst class is: 5. (3) Reactant: [CH3:1][Mg]Br.[CH:4]1[N:5]=[CH:6][N:7]2[CH2:12][CH2:11][O:10][CH:9]([C:13]3[CH:24]=[CH:23][C:16]([C:17](N(OC)C)=[O:18])=[CH:15][CH:14]=3)[C:8]=12.[Cl-].[NH4+]. Product: [CH:4]1[N:5]=[CH:6][N:7]2[CH2:12][CH2:11][O:10][CH:9]([C:13]3[CH:14]=[CH:15][C:16]([C:17](=[O:18])[CH3:1])=[CH:23][CH:24]=3)[C:8]=12. The catalyst class is: 7. (4) Reactant: [F:1][C:2]1[CH:21]=[C:20]([C:22]2[CH:27]=[CH:26][CH:25]=[CH:24][N:23]=2)[CH:19]=[CH:18][C:3]=1[C:4]([NH:6][C:7]1[C:8](O)=[C:9]([CH:14]=[CH:15][CH:16]=1)[C:10]([O:12][CH3:13])=[O:11])=[O:5].CC1C=CC(S(O)(=O)=O)=CC=1. Product: [F:1][C:2]1[CH:21]=[C:20]([C:22]2[CH:27]=[CH:26][CH:25]=[CH:24][N:23]=2)[CH:19]=[CH:18][C:3]=1[C:4]1[O:5][C:8]2[C:9]([C:10]([O:12][CH3:13])=[O:11])=[CH:14][CH:15]=[CH:16][C:7]=2[N:6]=1. The catalyst class is: 11. (5) Reactant: [Cl:1][C:2]1[CH:3]=[C:4]([CH:22]=[CH:23][C:24]=1[Cl:25])[CH2:5][C:6]1[C:11](=[O:12])[NH:10][C:9]([CH2:13][C:14]([NH:16][NH2:17])=[O:15])=[N:8][C:7]=1[C:18]([F:21])([F:20])[F:19].[CH3:26][O:27][C:28]1[CH:37]=[C:36]([O:38][CH3:39])[CH:35]=[CH:34][C:29]=1[CH2:30][N:31]=[C:32]=[O:33]. Product: [Cl:1][C:2]1[CH:3]=[C:4]([CH:22]=[CH:23][C:24]=1[Cl:25])[CH2:5][C:6]1[C:11](=[O:12])[NH:10][C:9]([CH2:13][C:14]([NH:16][NH:17][C:32]([NH:31][CH2:30][C:29]2[CH:34]=[CH:35][C:36]([O:38][CH3:39])=[CH:37][C:28]=2[O:27][CH3:26])=[O:33])=[O:15])=[N:8][C:7]=1[C:18]([F:20])([F:21])[F:19]. The catalyst class is: 4. (6) Reactant: Br[C:2]1[CH:28]=[CH:27][CH:26]=[CH:25][C:3]=1[O:4][C:5]1[CH:23]=[CH:22][C:8]([C:9]([NH:11][CH2:12][C:13]2[C:14]([OH:21])=[N:15][C:16]([CH3:20])=[CH:17][C:18]=2[CH3:19])=[O:10])=[CH:7][C:6]=1[Cl:24].[N:29]1[CH:34]=[CH:33][C:32](B(O)O)=[CH:31][CH:30]=1.C(=O)([O-])[O-].[Na+].[Na+].O1CCOCC1. Product: [Cl:24][C:6]1[CH:7]=[C:8]([CH:22]=[CH:23][C:5]=1[O:4][C:3]1[CH:25]=[CH:26][CH:27]=[CH:28][C:2]=1[C:32]1[CH:33]=[CH:34][N:29]=[CH:30][CH:31]=1)[C:9]([NH:11][CH2:12][C:13]1[C:14]([OH:21])=[N:15][C:16]([CH3:20])=[CH:17][C:18]=1[CH3:19])=[O:10]. The catalyst class is: 103. (7) Reactant: [OH-].[Li+:2].[SH:3][CH2:4][C:5]([OH:7])=[O:6]. Product: [OH2:6].[Li+:2].[Li+:2].[SH:3][CH2:4][C:5]([O-:7])=[O:6].[SH:3][CH2:4][C:5]([O-:7])=[O:6]. The catalyst class is: 41.